The task is: Predict the reactants needed to synthesize the given product.. This data is from Full USPTO retrosynthesis dataset with 1.9M reactions from patents (1976-2016). (1) Given the product [C:22]1([CH3:32])[CH:23]=[CH:24][C:25]([S:28]([OH:31])(=[O:29])=[O:30])=[CH:26][CH:27]=1.[CH3:22][N:3]1[CH2:2][CH:6]2[CH:5]([CH2:7][N:8]([C:10]3[CH:15]=[CH:14][C:13]([C:16]4[CH:21]=[CH:20][CH:19]=[CH:18][CH:17]=4)=[CH:12][N:11]=3)[CH2:9]2)[CH2:4]1, predict the reactants needed to synthesize it. The reactants are: C[CH:2]1[CH2:6][CH:5]2[CH2:7][N:8]([C:10]3[CH:15]=[CH:14][C:13]([C:16]4[CH:21]=[CH:20][CH:19]=[CH:18][CH:17]=4)=[CH:12][N:11]=3)[CH2:9][CH:4]2[NH:3]1.[C:22]1([CH3:32])[CH:27]=[CH:26][C:25]([S:28]([OH:31])(=[O:30])=[O:29])=[CH:24][CH:23]=1. (2) Given the product [CH3:1][O:2][C:3]1[C:8]([O:9][CH3:10])=[CH:7][CH:6]=[CH:5][C:4]=1[C:11]1[CH:16]=[CH:15][N:14]=[CH:13][C:12]=1[N:17]([CH3:18])[C:24](=[O:25])[C:23]1[CH:22]=[C:21]([C:20]([F:35])([F:34])[F:19])[CH:29]=[C:28]([C:30]([F:33])([F:32])[F:31])[CH:27]=1, predict the reactants needed to synthesize it. The reactants are: [CH3:1][O:2][C:3]1[C:8]([O:9][CH3:10])=[CH:7][CH:6]=[CH:5][C:4]=1[C:11]1[CH:16]=[CH:15][N:14]=[CH:13][C:12]=1[NH:17][CH3:18].[F:19][C:20]([F:35])([F:34])[C:21]1[CH:22]=[C:23]([CH:27]=[C:28]([C:30]([F:33])([F:32])[F:31])[CH:29]=1)[C:24](Cl)=[O:25]. (3) The reactants are: O[CH:2]1[C:10]2[C:5](=[C:6]([Br:11])[CH:7]=[CH:8][CH:9]=2)[C:4](=[O:12])[N:3]1C(C)(C1C=CC=CC=1)C.FC(F)(F)C(O)=O.C([SiH](CC)CC)C. Given the product [Br:11][C:6]1[CH:7]=[CH:8][CH:9]=[C:10]2[C:5]=1[C:4](=[O:12])[NH:3][CH2:2]2, predict the reactants needed to synthesize it. (4) Given the product [Br:1][CH2:15][C:16]1[CH:20]=[C:19]([C:21]2[S:22][CH:23]=[CH:24][CH:25]=2)[N:18]([CH2:26][C:27]2[CH:32]=[CH:31][C:30]([O:33][CH3:34])=[CH:29][CH:28]=2)[N:17]=1, predict the reactants needed to synthesize it. The reactants are: [Br:1]CC1C=C(C2OC=CC=2)N(C)N=1.O[CH2:15][C:16]1[CH:20]=[C:19]([C:21]2[S:22][CH:23]=[CH:24][CH:25]=2)[N:18]([CH2:26][C:27]2[CH:32]=[CH:31][C:30]([O:33][CH3:34])=[CH:29][CH:28]=2)[N:17]=1.